Dataset: Reaction yield outcomes from USPTO patents with 853,638 reactions. Task: Predict the reaction yield, written as a fraction of the theoretical maximum amount of product (1.0 means a 100% yield; for example, 0.34 means a 34% yield). (1) The reactants are [CH2:1]([C:3]1[S:7][C:6]([C:8]([OH:10])=O)=[CH:5][C:4]=1[C:11]1[N:15]([CH3:16])[N:14]=[CH:13][C:12]=1[CH2:17][CH3:18])[CH3:2].[NH2:19][C@@H:20]([CH2:33][C:34]1[CH:39]=[CH:38][CH:37]=[CH:36][C:35]=1[C:40]([F:43])([F:42])[F:41])[CH2:21][N:22]1[C:30](=[O:31])[C:29]2[C:24](=[CH:25][CH:26]=[CH:27][CH:28]=2)[C:23]1=[O:32].C(N(CC)C(C)C)(C)C.F[P-](F)(F)(F)(F)F.Br[P+](N1CCCC1)(N1CCCC1)N1CCCC1. The yield is 0.570. The catalyst is ClCCl. The product is [O:31]=[C:30]1[C:29]2[C:24](=[CH:25][CH:26]=[CH:27][CH:28]=2)[C:23](=[O:32])[N:22]1[CH2:21][C@@H:20]([NH:19][C:8]([C:6]1[S:7][C:3]([CH2:1][CH3:2])=[C:4]([C:11]2[N:15]([CH3:16])[N:14]=[CH:13][C:12]=2[CH2:17][CH3:18])[CH:5]=1)=[O:10])[CH2:33][C:34]1[CH:39]=[CH:38][CH:37]=[CH:36][C:35]=1[C:40]([F:42])([F:41])[F:43]. (2) The reactants are [CH3:1][O:2][C:3]1[CH:12]=[C:11]2[C:6]([C:7]([CH2:24][C:25]3[CH:30]=[CH:29][C:28]([O:31][C:32](=[O:37])[C:33]([CH3:36])([CH3:35])[CH3:34])=[CH:27][CH:26]=3)=[C:8]([C:14]3[CH:19]=[CH:18][C:17]([C:20]([F:23])([F:22])[F:21])=[CH:16][CH:15]=3)[C:9](=[O:13])[O:10]2)=[CH:5][CH:4]=1.[Br:38]Br.O. The catalyst is CC(O)=O. The product is [Br:38][C:4]1[CH:5]=[C:6]2[C:11](=[CH:12][C:3]=1[O:2][CH3:1])[O:10][C:9](=[O:13])[C:8]([C:14]1[CH:15]=[CH:16][C:17]([C:20]([F:22])([F:23])[F:21])=[CH:18][CH:19]=1)=[C:7]2[CH2:24][C:25]1[CH:26]=[CH:27][C:28]([O:31][C:32](=[O:37])[C:33]([CH3:34])([CH3:36])[CH3:35])=[CH:29][CH:30]=1. The yield is 0.750. (3) The yield is 0.280. The reactants are [CH2:1]([PH:8](=[O:10])[OH:9])[C:2]1[CH:7]=[CH:6][CH:5]=[CH:4][CH:3]=1.C(N(CC)CC)C.C[Si](Cl)(C)C.[CH2:23]([O:30][C:31]([CH:33]([CH2:46][CH2:47][C:48]([O:50][CH2:51][C:52]1[CH:57]=[CH:56][CH:55]=[CH:54][CH:53]=1)=[O:49])[CH2:34]P(C)(=O)OCC1C=CC=CC=1)=[O:32])[C:24]1[CH:29]=[CH:28][CH:27]=[CH:26][CH:25]=1. The catalyst is ClCCl. The product is [CH2:1]([P:8]([CH2:34][CH:33]([C:31]([O:30][CH2:23][C:24]1[CH:25]=[CH:26][CH:27]=[CH:28][CH:29]=1)=[O:32])[CH2:46][CH2:47][C:48]([O:50][CH2:51][C:52]1[CH:53]=[CH:54][CH:55]=[CH:56][CH:57]=1)=[O:49])(=[O:9])[OH:10])[C:2]1[CH:7]=[CH:6][CH:5]=[CH:4][CH:3]=1. (4) The reactants are [CH3:1][C:2]([CH3:19])([S@@:4]([NH:6][C@:7]([C:13]1[CH:18]=[CH:17][CH:16]=[CH:15][CH:14]=1)([CH3:12])[CH2:8][C:9]([OH:11])=O)=[O:5])[CH3:3].[C:20]1([CH3:27])[CH:25]=[CH:24][CH:23]=[C:22]([NH2:26])[CH:21]=1.C1CCC(N=C=NC2CCCCC2)CC1. The catalyst is C(Cl)Cl.CN(C1C=CN=CC=1)C. The product is [CH3:19][C:2]([CH3:1])([S@@:4]([NH:6][C@:7]([C:13]1[CH:18]=[CH:17][CH:16]=[CH:15][CH:14]=1)([CH3:12])[CH2:8][C:9]([NH:26][C:22]1[CH:21]=[C:20]([CH3:27])[CH:25]=[CH:24][CH:23]=1)=[O:11])=[O:5])[CH3:3]. The yield is 0.0700.